Regression. Given a peptide amino acid sequence and an MHC pseudo amino acid sequence, predict their binding affinity value. This is MHC class I binding data. From a dataset of Peptide-MHC class I binding affinity with 185,985 pairs from IEDB/IMGT. (1) The peptide sequence is KPRWLDARI. The MHC is HLA-B07:02 with pseudo-sequence HLA-B07:02. The binding affinity (normalized) is 0.912. (2) The peptide sequence is ELLDHLLLF. The MHC is HLA-A80:01 with pseudo-sequence HLA-A80:01. The binding affinity (normalized) is 0.0847. (3) The peptide sequence is WLVIGVAFL. The MHC is HLA-A02:06 with pseudo-sequence HLA-A02:06. The binding affinity (normalized) is 0.520.